From a dataset of Full USPTO retrosynthesis dataset with 1.9M reactions from patents (1976-2016). Predict the reactants needed to synthesize the given product. (1) Given the product [C:1]1([CH3:21])[CH:2]=[CH:3][C:4]([S:7]([C:10]2[N:14]([CH2:31][O:30][CH2:29][CH2:28][Si:25]([CH3:27])([CH3:26])[CH3:24])[CH:13]=[N:12][C:11]=2[C:15]2[CH:20]=[CH:19][CH:18]=[CH:17][N:16]=2)(=[O:9])=[O:8])=[CH:5][CH:6]=1, predict the reactants needed to synthesize it. The reactants are: [C:1]1([CH3:21])[CH:6]=[CH:5][C:4]([S:7]([C:10]2[NH:14][CH:13]=[N:12][C:11]=2[C:15]2[CH:20]=[CH:19][CH:18]=[CH:17][N:16]=2)(=[O:9])=[O:8])=[CH:3][CH:2]=1.[H-].[Na+].[CH3:24][Si:25]([CH2:28][CH2:29][O:30][CH2:31]Cl)([CH3:27])[CH3:26].O. (2) Given the product [CH:1]1([CH2:4][O:5][C:6]2[CH:7]=[CH:8][C:9]3[O:13][C:12]([CH:14]([NH:18][C:19]4[N:24]=[CH:23][C:22]([C:25]([N:27]([CH3:35])[CH2:28][CH2:29][C:30]([OH:32])=[O:31])=[O:26])=[CH:21][CH:20]=4)[CH:15]([CH3:17])[CH3:16])=[C:11]([CH3:36])[C:10]=3[CH:37]=2)[CH2:2][CH2:3]1, predict the reactants needed to synthesize it. The reactants are: [CH:1]1([CH2:4][O:5][C:6]2[CH:7]=[CH:8][C:9]3[O:13][C:12]([CH:14]([NH:18][C:19]4[N:24]=[CH:23][C:22]([C:25]([N:27]([CH3:35])[CH2:28][CH2:29][C:30]([O:32]CC)=[O:31])=[O:26])=[CH:21][CH:20]=4)[CH:15]([CH3:17])[CH3:16])=[C:11]([CH3:36])[C:10]=3[CH:37]=2)[CH2:3][CH2:2]1. (3) Given the product [F:33][C:25]1[C:26]([C:30](=[O:32])[NH:34][CH2:35][C:36]([OH:40])([C:41]2[CH:42]=[CH:43][CH:44]=[CH:45][CH:46]=2)[CH2:37][CH2:38][CH3:39])=[N:27][CH:28]=[CH:29][C:24]=1[S:23][C:20]1[S:19][C:18]([NH:17][C:14]2[N:15]=[CH:16][C:11]([CH2:10][N:8]([CH3:9])[C:6](=[O:7])[O:5][C:1]([CH3:3])([CH3:2])[CH3:4])=[CH:12][CH:13]=2)=[N:22][CH:21]=1, predict the reactants needed to synthesize it. The reactants are: [C:1]([O:5][C:6]([N:8]([CH2:10][C:11]1[CH:12]=[CH:13][C:14]([NH:17][C:18]2[S:19][C:20]([S:23][C:24]3[CH:29]=[CH:28][N:27]=[C:26]([C:30]([OH:32])=O)[C:25]=3[F:33])=[CH:21][N:22]=2)=[N:15][CH:16]=1)[CH3:9])=[O:7])([CH3:4])([CH3:3])[CH3:2].[NH2:34][CH2:35][C:36]([C:41]1[CH:46]=[CH:45][CH:44]=[CH:43][CH:42]=1)([OH:40])[CH2:37][CH2:38][CH3:39].C1C=CC2N(O)N=NC=2C=1.CCN=C=NCCCN(C)C.C(N(C(C)C)CC)(C)C. (4) The reactants are: C[O:2][C:3](=O)[CH2:4][CH2:5][C@H:6]([C@@H:8]1[C@:25]2([CH3:26])[C:11]([C:12]3[CH2:13][CH2:14][C@@H:15]4[C@:20]([C:22]=3[CH2:23][CH2:24]2)([CH3:21])[CH2:19][CH2:18][C@H:17]([O:27][Si:28]([C:31]([CH3:34])([CH3:33])[CH3:32])([CH3:30])[CH3:29])[C:16]4([CH3:36])[CH3:35])=[CH:10][CH2:9]1)[CH3:7].[H-].[Al+3].[Li+].[H-].[H-].[H-]. Given the product [Si:28]([O:27][C@H:17]1[CH2:18][CH2:19][C@@:20]2([CH3:21])[C@@H:15]([CH2:14][CH2:13][C:12]3[C:11]4[C@:25]([CH3:26])([CH2:24][CH2:23][C:22]=32)[C@@H:8]([C@H:6]([CH3:7])[CH2:5][CH2:4][CH2:3][OH:2])[CH2:9][CH:10]=4)[C:16]1([CH3:35])[CH3:36])([C:31]([CH3:34])([CH3:32])[CH3:33])([CH3:30])[CH3:29], predict the reactants needed to synthesize it.